This data is from Full USPTO retrosynthesis dataset with 1.9M reactions from patents (1976-2016). The task is: Predict the reactants needed to synthesize the given product. (1) The reactants are: CN(C)C=O.C(Cl)(=O)C(Cl)=O.[Cl:12][C:13]1[CH:18]=[CH:17][C:16]([N:19]([CH3:32])[S:20]([C:23]2[CH:31]=[CH:30][C:26]([C:27](O)=[O:28])=[CH:25][CH:24]=2)(=[O:22])=[O:21])=[CH:15][CH:14]=1.[NH2:33][C:34]1[CH:43]=[CH:42][C:41]([Br:44])=[CH:40][C:35]=1[C:36]([O:38]C)=[O:37]. Given the product [Br:44][C:41]1[CH:42]=[CH:43][C:34]([NH:33][C:27](=[O:28])[C:26]2[CH:30]=[CH:31][C:23]([S:20]([N:19]([C:16]3[CH:15]=[CH:14][C:13]([Cl:12])=[CH:18][CH:17]=3)[CH3:32])(=[O:22])=[O:21])=[CH:24][CH:25]=2)=[C:35]([CH:40]=1)[C:36]([OH:38])=[O:37], predict the reactants needed to synthesize it. (2) Given the product [C:8]([C:7]1[C:2]([NH:36][C:35]2[CH:37]=[CH:38][CH:39]=[C:33]([C:28]3[N:27]=[CH:32][CH:31]=[CH:30][N:29]=3)[CH:34]=2)=[N:3][C:4]([NH:10][C@@H:11]2[C:16]([F:18])([F:17])[CH2:15][CH2:14][CH2:13][C@@H:12]2[NH:19][C:20](=[O:26])[O:21][C:22]([CH3:25])([CH3:24])[CH3:23])=[N:5][CH:6]=1)#[N:9], predict the reactants needed to synthesize it. The reactants are: Cl[C:2]1[C:7]([C:8]#[N:9])=[CH:6][N:5]=[C:4]([NH:10][C@@H:11]2[C:16]([F:18])([F:17])[CH2:15][CH2:14][CH2:13][C@@H:12]2[NH:19][C:20](=[O:26])[O:21][C:22]([CH3:25])([CH3:24])[CH3:23])[N:3]=1.[N:27]1[CH:32]=[CH:31][CH:30]=[N:29][C:28]=1[C:33]1[CH:34]=[C:35]([CH:37]=[CH:38][CH:39]=1)[NH2:36].C([O-])([O-])=O.[Cs+].[Cs+].